Dataset: Catalyst prediction with 721,799 reactions and 888 catalyst types from USPTO. Task: Predict which catalyst facilitates the given reaction. (1) Reactant: [F:1][C:2]1[CH:7]=[CH:6][C:5]([CH:8]2[N:12]([S:13]([C:16]3[CH:21]=[CH:20][C:19]([CH3:22])=[CH:18][CH:17]=3)(=[O:15])=[O:14])[CH:11]([CH2:23][OH:24])[CH2:10][CH2:9]2)=[CH:4][CH:3]=1.C(N(CC)CC)C. Product: [F:1][C:2]1[CH:3]=[CH:4][C:5]([CH:8]2[N:12]([S:13]([C:16]3[CH:17]=[CH:18][C:19]([CH3:22])=[CH:20][CH:21]=3)(=[O:15])=[O:14])[CH:11]([CH:23]=[O:24])[CH2:10][CH2:9]2)=[CH:6][CH:7]=1. The catalyst class is: 764. (2) Reactant: C(N(CC)CC)C.[CH:8]([C:10]1[C:18]2[C:13](=[CH:14][CH:15]=[CH:16][CH:17]=2)[N:12](C(OC(C)(C)C)=O)[CH:11]=1)=[O:9].[F:26][C:27]1[CH:44]=[CH:43][C:30]([CH:31]=[N:32][C:33]2[CH:38]=[C:37]([O:39][CH3:40])[CH:36]=[C:35]([O:41][CH3:42])[CH:34]=2)=[CH:29][CH:28]=1. Product: [CH3:40][O:39][C:37]1[CH:38]=[C:33]([NH:32][CH:31]([C:30]2[CH:29]=[CH:28][C:27]([F:26])=[CH:44][CH:43]=2)[C:8]([C:10]2[C:18]3[C:13](=[CH:14][CH:15]=[CH:16][CH:17]=3)[NH:12][CH:11]=2)=[O:9])[CH:34]=[C:35]([O:41][CH3:42])[CH:36]=1. The catalyst class is: 433.